This data is from hERG Central: cardiac toxicity at 1µM, 10µM, and general inhibition. The task is: Predict hERG channel inhibition at various concentrations. (1) The drug is CN(C(=O)c1ccc2c(c1)SC1=NS(=O)(=O)CCN12)C(c1ccccc1)c1ccccc1. Results: hERG_inhib (hERG inhibition (general)): blocker. (2) The drug is CN(Cc1ccccc1)C(=O)c1ccc(Cl)c([N+](=O)[O-])c1. Results: hERG_inhib (hERG inhibition (general)): blocker. (3) Results: hERG_inhib (hERG inhibition (general)): blocker. The compound is CCN(CC)CCCN(C(=O)c1ccccc1F)c1nc(-c2ccc(OC)cc2)cs1. (4) The molecule is Cl.Oc1cccc(C(O)CNCc2ccc(-c3ccccc3)cc2)c1. Results: hERG_inhib (hERG inhibition (general)): blocker. (5) The molecule is CCN1CCCC1CNC(=O)c1cc2cc(F)ccc2[nH]1. Results: hERG_inhib (hERG inhibition (general)): blocker.